Dataset: Experimentally validated miRNA-target interactions with 360,000+ pairs, plus equal number of negative samples. Task: Binary Classification. Given a miRNA mature sequence and a target amino acid sequence, predict their likelihood of interaction. (1) Result: 1 (interaction). The protein sequence of the target gene is MLSCLKEEMPPQELTRRLATVITHVDEIMQQEVRPLMAVEIIEQLHRQFAILSGGRGEDGAPIITFPEFSGFKHIPDEDFLNVMTYLTSIPSVEAASIGFIVVIDRRRDKWSSVKASLTRIAVAFPGNLQLIFILRPSRFIQRTFTDIGIKYYRNEFKTKVPIIMVNSVSDLHGYIDKSQLTRELGGTLEYRHGQWVNHRTAIENFALTLKTTAQMLQTFGSCLATAELPRSMLSTEDLLMSHTRQRDKLQDELKLLGKQGTTLLSCIQEPATKCPNSKLNLNQLENVTTMERLLVQLDE.... The miRNA is hsa-miR-767-5p with sequence UGCACCAUGGUUGUCUGAGCAUG. (2) The miRNA is hsa-miR-653-3p with sequence UUCACUGGAGUUUGUUUCAAUA. The protein sequence of the target gene is MSVDPMTYEAQFFGFTPQTCMLRIYIAFQDYLFEVMQAVEQVILKKLDGIPDCDISPVQIRKCTEKFLCFMKGHFDNLFSKMEQLFLQLILRIPSNILLPEDKCKETPYSEEDFQHLQKEIEQLQEKYKTELCTKQALLAELEEQKIVQAKLKQTLTFFDELHNVGRDHGTSDFRESLVSLVQNSRKLQNIRDNVEKESKRLKIS. Result: 0 (no interaction). (3) The protein sequence of the target gene is MVCTRKTKTLVSTCVILSGMTNIICLLYVGWVTNYIASVYVRGQEPAPDKKLEEDKGDTLKIIERLDHLENVIKQHIQEAPAKPEEAEAEPFTDSSLFAHWGQELSPEGRRVALKQFQYYGYNAYLSDRLPLDRPLPDLRPSGCRNLSFPDSLPEVSIVFIFVNEALSVLLRSIHSAMERTPPHLLKEIILVDDNSSNEELKEKLTEYVDKVNSQKPGFIKVVRHSKQEGLIRSRVSGWRAATAPVVALFDAHVEFNVGWAEPVLTRIKENRKRIISPSFDNIKYDNFEIEEYPLAAQGF.... Result: 0 (no interaction). The miRNA is hsa-miR-30b-5p with sequence UGUAAACAUCCUACACUCAGCU. (4) The miRNA is hsa-miR-6729-5p with sequence UGGGCGAGGGCGGCUGAGCGGC. The protein sequence of the target gene is MDKYDDLGLEASKFIEDLNMYEASKDGLFRVDKGAGNNPEFEETRRVFATKMAKIHLQQQQQQQLLQEEALPRAGRSPVNGGNRQGASGKLAADGAAKPPLAVPTVAPGLATTTAAAQPSYPSQEQRIRPSAHGARPGSQNCGSREGPVSSQRPALHGLSPSCEDPSCLTHGDYYDNFSLASPQWGDKPEGCPSVSLGVGSGWPGCPGNDSTLPKSCGDHHPYQPQLSTVCSGRSFESGISGQDGGIGGHSSEKPTGLWSTASSQRVNLGFSSMGLENGTSAQPKGTTVSAPMVPSSASQ.... Result: 0 (no interaction). (5) The miRNA is hsa-miR-4689 with sequence UUGAGGAGACAUGGUGGGGGCC. The protein sequence of the target gene is MRSPATGVPLPTPPPPLLLLLLLLLPPPLLGDQVGPCRSLGSRGRGSSGACAPMGWLCPSSASNLWLYTSRCRDAGTELTGHLVPHHDGLRVWCPESEAHIPLPPAPEGCPWSCRLLGIGGHLSPQGKLTLPEEHPCLKAPRLRCQSCKLAQAPGLRAGERSPEESLGGRRKRNVNTAPQFQPPSYQATVPENQPAGTPVASLRAIDPDEGEAGRLEYTMDALFDSRSNQFFSLDPVTGAVTTAEELDRETKSTHVFRVTAQDHGMPRRSALATLTILVTDTNDHDPVFEQQEYKESLRE.... Result: 1 (interaction). (6) The miRNA is hsa-miR-744-3p with sequence CUGUUGCCACUAACCUCAACCU. The protein sequence of the target gene is MDMTDGCQFSPSEYFYEGSCIPSPEDEFGDQFEPRVAAFGAHKAELQGSDDEEHVRAPTGHHQAGHCLMWACKACKRKSTTMDRRKAATMRERRRLKKVNQAFETLKRCTTTNPNQRLPKVEILRNAIRYIESLQELLREQVENYYSLPGQSCSEPTSPTSNCSDGMPECNSPVWSRKNSSFDSIYCPDVSNACAADKSSVSSLDCLSSIVDRITSTEPSELALQDTASLSPATSANSQPATPGPSSSRLIYHVL. Result: 0 (no interaction). (7) The miRNA is hsa-miR-4478 with sequence GAGGCUGAGCUGAGGAG. Result: 0 (no interaction). The protein sequence of the target gene is MQPAATTCTEDRIQHALERCLHGLSLGRRSAPWSAGLCLNCWSLQELVSRDPGHFLILLEQILQKTQEVQEKGTYDLLAPLALLFYSTVLCTPHFPPDSDLLLKAASTYHCFLTWPVPYCSICREMLTFIDAELKAPGISYQRLVRAEQGLPVRSHRSSTVTVLLLNPVEVQAEFLAVADKLSTPGQSPHGTYTTLLLHAFQATFGAHCDLPKLHRKLQSKTIEELEDIFTETTEAQELASGIGDVAEAREWLRTKLQAVGEKAGFPGILDTASPGKLHTIPIPVARCYTYSWNQDSFDI....